This data is from Forward reaction prediction with 1.9M reactions from USPTO patents (1976-2016). The task is: Predict the product of the given reaction. (1) Given the reactants [CH3:1][C:2]1([C:17]2[CH:18]=[C:19]([NH:23][S:24]([CH3:27])(=[O:26])=[O:25])[CH:20]=[CH:21][CH:22]=2)[CH:7]2[CH:3]1[CH2:4][N:5]([C:8](=O)[CH2:9][CH2:10][C:11]1[S:12][CH:13]=[CH:14][CH:15]=1)[CH2:6]2.[H-].[Al+3].[Li+].[H-].[H-].[H-].O.C(=O)([O-])O.[Na+], predict the reaction product. The product is: [CH3:1][C:2]1([C:17]2[CH:18]=[C:19]([NH:23][S:24]([CH3:27])(=[O:25])=[O:26])[CH:20]=[CH:21][CH:22]=2)[CH:7]2[CH:3]1[CH2:4][N:5]([CH2:8][CH2:9][CH2:10][C:11]1[S:12][CH:13]=[CH:14][CH:15]=1)[CH2:6]2. (2) Given the reactants C[C:2]1[C:9]([OH:10])=[C:8]([O:11][C:12]2[CH:17]=[CH:16][C:15]([B:18]3[O:22][C:21](C)(C)C(C)(C)[O:19]3)=[C:14](C=O)[CH:13]=2)[CH:7]=[CH:6][C:3]=1[C:4]#[N:5].[BH4-].[Na+], predict the reaction product. The product is: [C:4]([C:3]1[CH:6]=[CH:7][C:8]([O:11][C:12]2[CH:13]=[CH:14][C:15]3[B:18]([OH:19])[O:22][CH2:21][C:16]=3[CH:17]=2)=[C:9]([OH:10])[CH:2]=1)#[N:5]. (3) Given the reactants [CH2:1]([O:3][C:4](=[O:15])[NH:5][C:6]1[C:7](Br)=[N:8][CH:9]=[CH:10][C:11]=1[O:12][CH3:13])[CH3:2].[Si:16]([C:20]#[CH:21])([CH3:19])([CH3:18])[CH3:17], predict the reaction product. The product is: [CH2:1]([O:3][C:4](=[O:15])[NH:5][C:6]1[C:7]([C:21]#[C:20][Si:16]([CH3:19])([CH3:18])[CH3:17])=[N:8][CH:9]=[CH:10][C:11]=1[O:12][CH3:13])[CH3:2]. (4) Given the reactants [CH:1]1([C:4]2[CH:8]=[C:7]([CH:9]3[CH2:11][CH2:10]3)[N:6]([C:12]3[CH:17]=[CH:16][C:15]([NH:18][C:19](=[O:30])[CH2:20][C:21]4[N:22]=[C:23]5[CH:28]=[CH:27][CH:26]=[CH:25][N:24]5[CH:29]=4)=[CH:14][CH:13]=3)[N:5]=2)[CH2:3][CH2:2]1.[ClH:31], predict the reaction product. The product is: [ClH:31].[CH:1]1([C:4]2[CH:8]=[C:7]([CH:9]3[CH2:10][CH2:11]3)[N:6]([C:12]3[CH:13]=[CH:14][C:15]([NH:18][C:19](=[O:30])[CH2:20][C:21]4[N:22]=[C:23]5[CH:28]=[CH:27][CH:26]=[CH:25][N:24]5[CH:29]=4)=[CH:16][CH:17]=3)[N:5]=2)[CH2:3][CH2:2]1. (5) Given the reactants [Cl:1][C:2]1[C:7]([N+:8]([O-:10])=[O:9])=[CH:6][N:5]=[C:4]([NH2:11])[C:3]=1[C:12]#[C:13][Si](C)(C)C.[F-].[K+].C, predict the reaction product. The product is: [Cl:1][C:2]1[C:7]([N+:8]([O-:10])=[O:9])=[CH:6][N:5]=[C:4]([NH2:11])[C:3]=1[C:12]#[CH:13]. (6) Given the reactants [C:1]1([CH:7]2[CH2:12][CH2:11][NH:10][CH2:9][CH2:8]2)[CH:6]=[CH:5][CH:4]=[CH:3][CH:2]=1.[C:13]1([CH:19]([C:23]2[CH:28]=[CH:27][CH:26]=[CH:25][CH:24]=2)[C:20]([OH:22])=O)[CH:18]=[CH:17][CH:16]=[CH:15][CH:14]=1.C1CC[CH:32]([N:35]=[C:36]=[N:37][CH:38]2[CH2:43]CCCC2)CC1.C1C=CC2N(O)N=NC=2C=1, predict the reaction product. The product is: [N:35]1([CH2:32][C:7]2([C:1]3[CH:6]=[CH:5][CH:4]=[CH:3][CH:2]=3)[CH2:8][CH2:9][N:10]([C:20](=[O:22])[CH:19]([C:13]3[CH:14]=[CH:15][CH:16]=[CH:17][CH:18]=3)[C:23]3[CH:28]=[CH:27][CH:26]=[CH:25][CH:24]=3)[CH2:11][CH2:12]2)[CH:43]=[CH:38][N:37]=[CH:36]1. (7) Given the reactants P(Cl)(Cl)Cl.[CH3:5][C:6]1[C:11]([C:12]([OH:14])=O)=[CH:10][N:9]=[C:8]([S:15][CH3:16])[N:7]=1.[Cl:17][C:18]1[CH:24]=[CH:23][CH:22]=[C:21]([Cl:25])[C:19]=1[NH2:20], predict the reaction product. The product is: [Cl:17][C:18]1[CH:24]=[CH:23][CH:22]=[C:21]([Cl:25])[C:19]=1[NH:20][C:12]([C:11]1[C:6]([CH3:5])=[N:7][C:8]([S:15][CH3:16])=[N:9][CH:10]=1)=[O:14].